Dataset: Forward reaction prediction with 1.9M reactions from USPTO patents (1976-2016). Task: Predict the product of the given reaction. (1) Given the reactants [CH2:1]([O:3][C:4]1[C:12]2[O:11][C:10]([CH3:14])([CH3:13])[CH2:9][C:8]=2[CH:7]=[C:6]([CH:15](O)[CH:16]([CH3:18])[CH3:17])[CH:5]=1)[CH3:2].[NH2:20][C:21]1[CH:22]=[C:23]([CH:26]=[CH:27][CH:28]=1)[C:24]#[N:25].C(O)(=O)C.S(=O)(=O)(O)O, predict the reaction product. The product is: [CH2:1]([O:3][C:4]1[CH:5]=[C:6]2[C:7](=[C:8]3[CH2:9][C:10]([CH3:14])([CH3:13])[O:11][C:12]=13)[C:24]([C:23]1[CH:22]=[C:21]([NH2:20])[CH:28]=[CH:27][CH:26]=1)=[N:25][C:16]([CH3:18])([CH3:17])[CH2:15]2)[CH3:2]. (2) Given the reactants [NH2:1][C:2]1([C:19]2[S:20][CH:21]=[CH:22][CH:23]=2)[CH:6]([CH2:7][OH:8])[CH2:5][N:4]([C:9]([O:11][CH2:12][C:13]2[CH:18]=[CH:17][CH:16]=[CH:15][CH:14]=2)=[O:10])[CH2:3]1.[C:24]([N:32]=[C:33]=[S:34])(=[O:31])[C:25]1[CH:30]=[CH:29][CH:28]=[CH:27][CH:26]=1, predict the reaction product. The product is: [C:24]([NH:32][C:33]([NH:1][C:2]1([C:19]2[S:20][CH:21]=[CH:22][CH:23]=2)[CH:6]([CH2:7][OH:8])[CH2:5][N:4]([C:9]([O:11][CH2:12][C:13]2[CH:18]=[CH:17][CH:16]=[CH:15][CH:14]=2)=[O:10])[CH2:3]1)=[S:34])(=[O:31])[C:25]1[CH:30]=[CH:29][CH:28]=[CH:27][CH:26]=1. (3) Given the reactants [NH2:1][C:2]1[C:3]([I:16])=[C:4]([C:13]([Cl:15])=[O:14])[C:5]([I:12])=[C:6]([C:10]=1[I:11])[C:7]([Cl:9])=[O:8].[C:17]([O:20][CH2:21][C:22](Cl)=[O:23])(=[O:19])[CH3:18], predict the reaction product. The product is: [Cl:9][C:7]([C:6]1[C:10]([I:11])=[C:2]([NH:1][C:22]([CH2:21][O:20][C:17](=[O:19])[CH3:18])=[O:23])[C:3]([I:16])=[C:4]([C:13]([Cl:15])=[O:14])[C:5]=1[I:12])=[O:8]. (4) Given the reactants S(=O)(=O)(O)O.[CH2:6]([N:13]1[CH2:19][CH2:18][CH2:17][CH:16](C(OCC)=O)[C:15](=[O:25])[CH2:14]1)[C:7]1[CH:12]=[CH:11][CH:10]=[CH:9][CH:8]=1.C(N1CCCCC(=O)C1C(OCC)=O)C1C=CC=CC=1.[OH-].[Na+], predict the reaction product. The product is: [CH2:6]([N:13]1[CH2:19][CH2:18][CH2:17][CH2:16][C:15](=[O:25])[CH2:14]1)[C:7]1[CH:8]=[CH:9][CH:10]=[CH:11][CH:12]=1. (5) Given the reactants [Br:1][C:2]1[CH:7]=[CH:6][C:5]([OH:8])=[C:4]([O:9][CH3:10])[CH:3]=1.Br[CH2:12][C:13]([NH2:15])=[O:14].C(=O)([O-])[O-].[K+].[K+], predict the reaction product. The product is: [Br:1][C:2]1[CH:7]=[CH:6][C:5]([O:8][CH2:12][C:13]([NH2:15])=[O:14])=[C:4]([O:9][CH3:10])[CH:3]=1. (6) Given the reactants [CH2:1]([O:8][C:9]([NH:11][CH:12]([CH2:17][C:18]1[C:19]([CH2:28][NH:29][CH2:30][C:31]2[CH:36]=[CH:35][C:34]([O:37][CH3:38])=[CH:33][CH:32]=2)=[C:20]2[C:24](=[C:25]([Cl:27])[CH:26]=1)[NH:23][N:22]=[CH:21]2)[C:13]([O:15]C)=O)=[O:10])[C:2]1[CH:7]=[CH:6][CH:5]=[CH:4][CH:3]=1.C(=O)(O)[O-].[Na+], predict the reaction product. The product is: [Cl:27][C:25]1[C:24]2[NH:23][N:22]=[CH:21][C:20]=2[C:19]2[CH2:28][N:29]([CH2:30][C:31]3[CH:32]=[CH:33][C:34]([O:37][CH3:38])=[CH:35][CH:36]=3)[C:13](=[O:15])[CH:12]([NH:11][C:9](=[O:10])[O:8][CH2:1][C:2]3[CH:7]=[CH:6][CH:5]=[CH:4][CH:3]=3)[CH2:17][C:18]=2[CH:26]=1. (7) Given the reactants Br[C:2]1[N:3]=[C:4]2[C:9](=[N:10][CH:11]=1)[N:8]=[CH:7][N:6]([C:12]1[CH:17]=[CH:16][CH:15]=[C:14]([F:18])[CH:13]=1)[C:5]2=[O:19].[F:20][C:21]1[CH:26]=[CH:25][C:24]([C:27]2[O:28][C:29]3[CH:39]=[C:38]([N:40]([CH3:45])[S:41]([CH3:44])(=[O:43])=[O:42])[C:37](B4OC(C)(C)C(C)(C)O4)=[CH:36][C:30]=3[C:31]=2[C:32]([NH:34][CH3:35])=[O:33])=[CH:23][CH:22]=1.C([O-])([O-])=O.[Na+].[Na+], predict the reaction product. The product is: [F:20][C:21]1[CH:26]=[CH:25][C:24]([C:27]2[O:28][C:29]3[CH:39]=[C:38]([N:40]([CH3:45])[S:41]([CH3:44])(=[O:42])=[O:43])[C:37]([C:2]4[N:3]=[C:4]5[C:9](=[N:10][CH:11]=4)[N:8]=[CH:7][N:6]([C:12]4[CH:17]=[CH:16][CH:15]=[C:14]([F:18])[CH:13]=4)[C:5]5=[O:19])=[CH:36][C:30]=3[C:31]=2[C:32]([NH:34][CH3:35])=[O:33])=[CH:23][CH:22]=1. (8) The product is: [C:2]([NH:3][CH2:12][CH2:13][CH2:14][S:15]([O:18][CH2:19][C:20]([CH3:35])([CH3:36])[C@@H:21]([O:27][CH2:28][C:29]1[CH:34]=[CH:33][CH:32]=[CH:31][CH:30]=1)[C:22]([O:24][CH2:25][CH3:26])=[O:23])(=[O:17])=[O:16])(=[O:1])[CH3:6]. Given the reactants [O:1]=[C:2]1[C:6]2C=CC=CC=2C(=O)[N:3]1[CH2:12][CH2:13][CH2:14][S:15]([O:18][CH2:19][C:20]([CH3:36])([CH3:35])[C@@H:21]([O:27][CH2:28][C:29]1[CH:34]=[CH:33][CH:32]=[CH:31][CH:30]=1)[C:22]([O:24][CH2:25][CH3:26])=[O:23])(=[O:17])=[O:16].C(O)C.NN.C(OC(=O)C)(=O)C, predict the reaction product.